From a dataset of Reaction yield outcomes from USPTO patents with 853,638 reactions. Predict the reaction yield, written as a fraction of the theoretical maximum amount of product (1.0 means a 100% yield; for example, 0.34 means a 34% yield). (1) The reactants are [CH2:1]([S:3]([N:6]1[CH2:11][CH2:10][CH:9]([C:12]2[C:20]3[C:15](=[C:16]([C:29]([NH2:31])=[O:30])[CH:17]=[C:18]([C:21]4[CH:26]=[CH:25][CH:24]=[C:23]([CH:27]=O)[CH:22]=4)[CH:19]=3)[NH:14][CH:13]=2)[CH2:8][CH2:7]1)(=[O:5])=[O:4])[CH3:2].[NH2:32][CH:33]([CH3:36])[CH2:34][OH:35].[BH-](OC(C)=O)(OC(C)=O)OC(C)=O.[Na+]. No catalyst specified. The product is [CH2:1]([S:3]([N:6]1[CH2:7][CH2:8][CH:9]([C:12]2[C:20]3[C:15](=[C:16]([C:29]([NH2:31])=[O:30])[CH:17]=[C:18]([C:21]4[CH:26]=[CH:25][CH:24]=[C:23]([CH2:27][NH:32][CH:33]([CH3:36])[CH2:34][OH:35])[CH:22]=4)[CH:19]=3)[NH:14][CH:13]=2)[CH2:10][CH2:11]1)(=[O:5])=[O:4])[CH3:2]. The yield is 0.0600. (2) The product is [C:1](=[O:16])([O:4][C:5]1[CH:10]=[C:9]([N+:17]([O-:19])=[O:18])[C:8]([Br:11])=[CH:7][C:6]=1[C:12]([CH3:13])([CH3:15])[CH3:14])[O:2][CH3:3]. The reactants are [C:1](=[O:16])([O:4][C:5]1[CH:10]=[CH:9][C:8]([Br:11])=[CH:7][C:6]=1[C:12]([CH3:15])([CH3:14])[CH3:13])[O:2][CH3:3].[N+:17]([O-])([O-:19])=[O:18].[K+]. The yield is 0.600. The catalyst is OS(O)(=O)=O. (3) The reactants are [NH2:1][C:2]1[NH:3][C:4](=O)[C:5]2[C:10]3[CH2:11][CH2:12][CH2:13][CH2:14][C:9]=3[S:8][C:6]=2[N:7]=1.O=P(Cl)(Cl)[Cl:18].C(Cl)(Cl)Cl.CCCCCC. The catalyst is C(OC(=O)C)(=O)C. The product is [Cl:18][C:4]1[C:5]2[C:10]3[CH2:11][CH2:12][CH2:13][CH2:14][C:9]=3[S:8][C:6]=2[N:7]=[C:2]([NH2:1])[N:3]=1. The yield is 0.440. (4) The reactants are Br[C:2]1[N:3]([C:13]2[N:14]=[CH:15][N:16]=[C:17]([NH2:20])[C:18]=2[N:19]=1)[C@@H:4]1[O:12][C@H:9]([CH2:10][OH:11])[C@@H:7]([OH:8])[C@H:5]1[OH:6].C[Si](C)(C)N[Si](C)(C)C.[CH2:30]([Sn](CCCC)(CCCC)C=CC)[CH2:31][CH2:32]C. The catalyst is O1CCOCC1.C1C=CC([P]([Pd]([P](C2C=CC=CC=2)(C2C=CC=CC=2)C2C=CC=CC=2)([P](C2C=CC=CC=2)(C2C=CC=CC=2)C2C=CC=CC=2)[P](C2C=CC=CC=2)(C2C=CC=CC=2)C2C=CC=CC=2)(C2C=CC=CC=2)C2C=CC=CC=2)=CC=1. The product is [NH4+:3].[OH-:6].[CH:30]([C:2]1[N:3]([C:13]2[N:14]=[CH:15][N:16]=[C:17]([NH2:20])[C:18]=2[N:19]=1)[C@@H:4]1[O:12][C@H:9]([CH2:10][OH:11])[C@@H:7]([OH:8])[C@H:5]1[OH:6])=[CH:31][CH3:32]. The yield is 0.00100.